From a dataset of Forward reaction prediction with 1.9M reactions from USPTO patents (1976-2016). Predict the product of the given reaction. (1) Given the reactants [CH3:1][C:2]1([CH3:32])[C:11]2[C:10]([S:12]([O-:15])(=[O:14])=[O:13])=[CH:9][CH:8]=[C:7]3[CH2:16][CH2:17][NH+:5]([C:6]=23)[CH:4]=[C:3]1/[CH:18]=[CH:19]/[CH:20]=[CH:21]/N(C1C=CC=CC=1)C(=O)C.[C:33]([CH2:36][CH2:37][CH2:38][CH2:39][CH2:40][C:41]1([CH3:58])[C:50]2[C:49]([S:51]([O-:54])(=[O:53])=[O:52])=[CH:48][CH:47]=[C:46]3[CH2:55][CH2:56][NH+:44]([C:45]=23)[CH:43]=[C:42]1[CH3:57])([OH:35])=[O:34].N1C=CC=CC=1, predict the reaction product. The product is: [C:33]([CH2:36][CH2:37][CH2:38][CH2:39][CH2:40][C:41]1([CH3:58])[C:50]2[C:45]3=[C:46]([CH2:55][CH2:56][NH+:44]3[CH:43]=[C:42]1/[CH:57]=[CH:21]/[CH:20]=[CH:19]/[CH:18]=[C:3]1\[C:2]([CH3:1])([CH3:32])[C:11]3[C:10]([S:12]([O-:15])(=[O:13])=[O:14])=[CH:9][CH:8]=[C:7]4[C:6]=3[N:5]\1[CH2:4][CH2:17][CH2:16]4)[CH:47]=[CH:48][C:49]=2[S:51]([OH:54])(=[O:53])=[O:52])([OH:35])=[O:34]. (2) Given the reactants CO[C:3]([C:5]1[N:6]([CH3:26])[N:7]=[C:8]([O:10][CH2:11][C:12]2[C:13]([C:19]3[CH:24]=[CH:23][C:22]([F:25])=[CH:21][CH:20]=3)=[N:14][O:15][C:16]=2[CH2:17][OH:18])[CH:9]=1)=[O:4].COC(C1NN=C(OC[C:38]2[C:39]([C:44]3[CH:49]=CC=CC=3)=[N:40][O:41][C:42]=2C)C=1)=O.NC1CCOCC1, predict the reaction product. The product is: [O:41]1[CH2:49][CH2:44][CH:39]([NH:40][C:3]([C:5]2[N:6]([CH3:26])[N:7]=[C:8]([O:10][CH2:11][C:12]3[C:13]([C:19]4[CH:20]=[CH:21][C:22]([F:25])=[CH:23][CH:24]=4)=[N:14][O:15][C:16]=3[CH2:17][OH:18])[CH:9]=2)=[O:4])[CH2:38][CH2:42]1. (3) Given the reactants [SH:1][C:2]1[C:7]([N+:8]([O-])=O)=[C:6]([NH:11][C@H:12]([C:14]2[N:15]([C:29]3[CH:34]=[CH:33][CH:32]=[CH:31][CH:30]=3)[C:16](=[O:28])[C:17]3[C:22]([CH:23]=2)=[CH:21][CH:20]=[CH:19][C:18]=3[C:24]([F:27])([F:26])[F:25])[CH3:13])[CH:5]=[CH:4][N:3]=1, predict the reaction product. The product is: [NH2:8][C:7]1[C:2]([SH:1])=[N:3][CH:4]=[CH:5][C:6]=1[NH:11][C@H:12]([C:14]1[N:15]([C:29]2[CH:30]=[CH:31][CH:32]=[CH:33][CH:34]=2)[C:16](=[O:28])[C:17]2[C:22]([CH:23]=1)=[CH:21][CH:20]=[CH:19][C:18]=2[C:24]([F:25])([F:27])[F:26])[CH3:13]. (4) The product is: [C:20]([N:18]1[CH2:17][CH:16]([N:13]2[CH2:14][CH2:15][CH:10]([C:8]([NH:7][CH2:6][C:5]3[CH:27]=[C:28]([Cl:29])[C:2]([Cl:1])=[CH:3][C:4]=3[O:30][CH3:31])=[O:9])[CH2:11][CH2:12]2)[CH2:19]1)(=[O:21])[CH:32]=[CH2:33]. Given the reactants [Cl:1][C:2]1[C:28]([Cl:29])=[CH:27][C:5]([CH2:6][NH:7][C:8]([CH:10]2[CH2:15][CH2:14][N:13]([CH:16]3[CH2:19][N:18]([C:20](OC(C)(C)C)=[O:21])[CH2:17]3)[CH2:12][CH2:11]2)=[O:9])=[C:4]([O:30][CH3:31])[CH:3]=1.[CH2:32](N(CC)CC)[CH3:33].C(Cl)(=O)C=C, predict the reaction product. (5) Given the reactants [CH3:1][O:2][C:3]([C:5]1[CH:10]=[CH:9][C:8]([C:11]2[CH:16]=[C:15]([N+:17]([O-:19])=[O:18])[CH:14]=[C:13]([CH:20]=O)[CH:12]=2)=[CH:7][CH:6]=1)=[O:4].Cl.[CH3:23][NH:24][CH3:25].C(N(CC)CC)C.C(O[BH-](OC(=O)C)OC(=O)C)(=O)C.[Na+], predict the reaction product. The product is: [CH3:1][O:2][C:3]([C:5]1[CH:10]=[CH:9][C:8]([C:11]2[CH:16]=[C:15]([N+:17]([O-:19])=[O:18])[CH:14]=[C:13]([CH2:20][N:24]([CH3:25])[CH3:23])[CH:12]=2)=[CH:7][CH:6]=1)=[O:4]. (6) Given the reactants Br[C:2]1[CH:3]=[C:4]([CH:7]=[CH:8][CH:9]=1)[CH:5]=[O:6].[F:10][C:11]([F:18])([F:17])[C:12]1[CH:16]=[CH:15][NH:14][N:13]=1.C(=O)([O-])[O-].[Cs+].[Cs+], predict the reaction product. The product is: [F:10][C:11]([F:18])([F:17])[C:12]1[CH:16]=[CH:15][N:14]([C:2]2[CH:3]=[C:4]([CH:7]=[CH:8][CH:9]=2)[CH:5]=[O:6])[N:13]=1. (7) Given the reactants [NH2:1][C@@H:2]1[CH2:11][C:10]2[C:5](=[CH:6][CH:7]=[CH:8][CH:9]=2)[CH2:4][C@H:3]1[O:12][CH2:13][C:14]([O:16][C:17]([CH3:20])([CH3:19])[CH3:18])=[O:15].[Cl:21][C:22]1[CH:23]=[C:24]2[C:28](=[CH:29][CH:30]=1)[NH:27][C:26]([C:31](O)=[O:32])=[CH:25]2.Cl.C(N=C=N)C.ON1C2N=CC=CC=2N=N1.C(N(C(C)C)CC)(C)C, predict the reaction product. The product is: [C:17]([O:16][C:14](=[O:15])[CH2:13][O:12][C@H:3]1[C@H:2]([NH:1][C:31]([C:26]2[NH:27][C:28]3[C:24]([CH:25]=2)=[CH:23][C:22]([Cl:21])=[CH:30][CH:29]=3)=[O:32])[CH2:11][C:10]2[C:5](=[CH:6][CH:7]=[CH:8][CH:9]=2)[CH2:4]1)([CH3:20])([CH3:19])[CH3:18].